This data is from Catalyst prediction with 721,799 reactions and 888 catalyst types from USPTO. The task is: Predict which catalyst facilitates the given reaction. Reactant: [CH2:1]([N:4]1[CH2:7][CH:6]([C:8]2[CH:13]=[CH:12][C:11]([NH2:14])=[CH:10][CH:9]=2)[CH2:5]1)[CH2:2][CH3:3].[F:15][CH2:16][C@H:17]([C:19]1[CH:24]=[CH:23][C:22]([S:25](Cl)(=[O:27])=[O:26])=[CH:21][CH:20]=1)[CH3:18]. Product: [F:15][CH2:16][C@H:17]([C:19]1[CH:24]=[CH:23][C:22]([S:25]([NH:14][C:11]2[CH:10]=[CH:9][C:8]([CH:6]3[CH2:5][N:4]([CH2:1][CH2:2][CH3:3])[CH2:7]3)=[CH:13][CH:12]=2)(=[O:27])=[O:26])=[CH:21][CH:20]=1)[CH3:18]. The catalyst class is: 202.